This data is from Reaction yield outcomes from USPTO patents with 853,638 reactions. The task is: Predict the reaction yield, written as a fraction of the theoretical maximum amount of product (1.0 means a 100% yield; for example, 0.34 means a 34% yield). (1) The reactants are [Cl:1][C:2]1[N:7]=[N:6][C:5]([NH2:8])=[CH:4][CH:3]=1.Br[CH2:10][C:11]([CH:13]1[CH2:15][CH2:14]1)=O. The catalyst is C(COC)OC. The product is [Cl:1][C:2]1[CH:3]=[CH:4][C:5]2[N:6]([CH:10]=[C:11]([CH:13]3[CH2:15][CH2:14]3)[N:8]=2)[N:7]=1. The yield is 0.420. (2) The reactants are F.F.F.C(N(CC)CC)C.C(N(CC)CC)C.[Si]([O:35][CH2:36][C@H:37]1[O:41][C@@H:40]([N:42]2[CH:49]=[C:48]([CH3:50])[C:46](=[O:47])[NH:45][C:43]2=[O:44])[C@H:39]([O:51][CH2:52][CH2:53][O:54][N:55]([CH3:57])[CH3:56])[C@@H:38]1[OH:58])(C(C)(C)C)(C1C=CC=CC=1)C1C=CC=CC=1.CO. The catalyst is C1COCC1.C(Cl)Cl. The product is [CH3:56][N:55]([CH3:57])[O:54][CH2:53][CH2:52][O:51][C@@H:39]1[C@H:38]([OH:58])[C@@H:37]([CH2:36][OH:35])[O:41][C@H:40]1[N:42]1[CH:49]=[C:48]([CH3:50])[C:46](=[O:47])[NH:45][C:43]1=[O:44]. The yield is 0.925. (3) The reactants are [F:1][C:2]1[CH:3]=[CH:4][C:5]([NH:8][NH2:9])=[N:6][CH:7]=1.CCN(C(C)C)C(C)C.[CH2:19]([N:22]([CH2:26][CH:27]=[CH2:28])[C:23](Cl)=[O:24])[CH:20]=[CH2:21]. The catalyst is C(Cl)Cl.CO. The product is [F:1][C:2]1[CH:3]=[CH:4][C:5]([NH:8][NH:9][C:23]([N:22]([CH2:26][CH:27]=[CH2:28])[CH2:19][CH:20]=[CH2:21])=[O:24])=[N:6][CH:7]=1. The yield is 0.460. (4) The reactants are [NH2:1][C@H:2]([C@H:7]([C:9]1[C:17]2[C:12](=[CH:13][CH:14]=[CH:15][CH:16]=2)[NH:11][CH:10]=1)[CH3:8])[C:3]([O:5][CH3:6])=[O:4].C1C(=O)N(OC(ON2C(=O)CCC2=O)=O)[C:20](=[O:21])C1.Cl.[C:37]1([CH:43]2[CH2:48][CH2:47][NH:46][CH2:45][CH2:44]2)[CH:42]=[CH:41][CH:40]=[CH:39][CH:38]=1.C1CCN2C(=NCCC2)CC1.C(=O)([O-])O.[Na+]. The catalyst is C(#N)C.C(N(C(C)C)CC)(C)C. The product is [NH:11]1[C:12]2[C:17](=[CH:16][CH:15]=[CH:14][CH:13]=2)[C:9]([C@H:7]([CH3:8])[C@@H:2]([NH:1][C:20]([N:46]2[CH2:45][CH2:44][CH:43]([C:37]3[CH:42]=[CH:41][CH:40]=[CH:39][CH:38]=3)[CH2:48][CH2:47]2)=[O:21])[C:3]([O:5][CH3:6])=[O:4])=[CH:10]1. The yield is 1.00. (5) The reactants are [Cl:1][C:2]1[CH:12]=[CH:11][C:5]([CH:6]=[CH:7][N+:8]([O-:10])=[O:9])=[CH:4][CH:3]=1.[C:13]([O:20][CH3:21])(=[O:19])[CH2:14][C:15]([O:17][CH3:18])=[O:16]. The catalyst is C1(C)C=CC=CC=1.[Br-].C(N[C@H]1CCCC[C@@H]1NCC1C=CC=CC=1)C1C=CC=CC=1.C(N[C@H]1CCCC[C@@H]1NCC1C=CC=CC=1)C1C=CC=CC=1.[Ni+2].[Br-]. The product is [Cl:1][C:2]1[CH:12]=[CH:11][C:5]([C@@H:6]([CH:14]([C:13]([O:20][CH3:21])=[O:19])[C:15]([O:17][CH3:18])=[O:16])[CH2:7][N+:8]([O-:10])=[O:9])=[CH:4][CH:3]=1. The yield is 0.750.